From a dataset of Peptide-MHC class I binding affinity with 185,985 pairs from IEDB/IMGT. Regression. Given a peptide amino acid sequence and an MHC pseudo amino acid sequence, predict their binding affinity value. This is MHC class I binding data. (1) The MHC is HLA-B15:01 with pseudo-sequence HLA-B15:01. The binding affinity (normalized) is 0.606. The peptide sequence is RQAELSKAY. (2) The peptide sequence is SYLPNNFSI. The MHC is H-2-Kd with pseudo-sequence H-2-Kd. The binding affinity (normalized) is 0.478. (3) The peptide sequence is LWEKLCYLI. The MHC is HLA-A23:01 with pseudo-sequence HLA-A23:01. The binding affinity (normalized) is 0.484. (4) The peptide sequence is SLYSILSPF. The MHC is Patr-A0701 with pseudo-sequence Patr-A0701. The binding affinity (normalized) is 0.362. (5) The peptide sequence is SVANIDRIK. The MHC is HLA-A69:01 with pseudo-sequence HLA-A69:01. The binding affinity (normalized) is 0.0847. (6) The peptide sequence is LMIFISSFLL. The MHC is HLA-B07:02 with pseudo-sequence HLA-B07:02. The binding affinity (normalized) is 0.0564. (7) The peptide sequence is KFHLPVEKDVW. The MHC is Mamu-B52 with pseudo-sequence Mamu-B52. The binding affinity (normalized) is 0.420.